Dataset: Full USPTO retrosynthesis dataset with 1.9M reactions from patents (1976-2016). Task: Predict the reactants needed to synthesize the given product. (1) Given the product [Cl:12][C:13]1[CH:21]=[CH:20][CH:19]=[CH:18][C:14]=1[C:15]1[N:6]=[C:4]([N:22]2[CH2:26][CH2:25][CH2:24][CH2:23]2)[C:3]2[C:2](=[CH:10][CH:9]=[CH:8][C:7]=2[CH3:11])[N:1]=1, predict the reactants needed to synthesize it. The reactants are: [NH2:1][C:2]1[CH:10]=[CH:9][CH:8]=[C:7]([CH3:11])[C:3]=1[C:4]([NH2:6])=O.[Cl:12][C:13]1[CH:21]=[CH:20][CH:19]=[CH:18][C:14]=1[C:15](Cl)=O.[NH:22]1[CH2:26][CH2:25][CH2:24][CH2:23]1. (2) Given the product [Br:1][C:2]1[CH:3]=[C:4]2[C:5](=[CH:11][CH:12]=1)[CH2:6][NH:8][CH2:9]2, predict the reactants needed to synthesize it. The reactants are: [Br:1][C:2]1[CH:3]=[C:4]2[C:9](=O)[NH:8][C:6](=O)[C:5]2=[CH:11][CH:12]=1.CO.Cl. (3) Given the product [Si:17]([O:18][C@@H:19]([CH3:24])[C:20](=[O:21])[CH2:6][P:7](=[O:12])([O:10][CH3:11])[O:8][CH3:9])([C:13]([CH3:16])([CH3:15])[CH3:14])([CH3:26])[CH3:25], predict the reactants needed to synthesize it. The reactants are: C([Li])CCC.[CH3:6][P:7](=[O:12])([O:10][CH3:11])[O:8][CH3:9].[C:13]([Si:17]([CH3:26])([CH3:25])[O:18][C@@H:19]([CH3:24])[C:20](OC)=[O:21])([CH3:16])([CH3:15])[CH3:14]. (4) Given the product [Cl:12][CH2:2][CH2:3][N:4]1[CH2:8][CH2:7][CH2:6][C:5]1=[O:9], predict the reactants needed to synthesize it. The reactants are: O[CH2:2][CH2:3][N:4]1[CH2:8][CH2:7][CH2:6][C:5]1=[O:9].O=S(Cl)[Cl:12].C(=O)([O-])O.[Na+]. (5) The reactants are: [NH2:1][C:2]1[N:7]=[CH:6][C:5]([CH2:8][C:9]([O:11][CH2:12][CH3:13])=[O:10])=[CH:4][CH:3]=1.F[C:15](F)(F)C(O[Si](C)(C)C)=O.[Si]([N:29]=[N+:30]=[N-:31])(C)(C)C.[O-]P([O-])([O-])=O.[K+].[K+].[K+]. Given the product [N:1]1([C:2]2[N:7]=[CH:6][C:5]([CH2:8][C:9]([O:11][CH2:12][CH3:13])=[O:10])=[CH:4][CH:3]=2)[CH:15]=[N:29][N:30]=[N:31]1, predict the reactants needed to synthesize it. (6) Given the product [CH2:2]([O:9][C:10](=[O:17])[NH:11][C@@H:12]1[CH2:16][CH2:15][NH:14][CH2:13]1)[C:3]1[CH:8]=[CH:7][CH:6]=[CH:5][CH:4]=1, predict the reactants needed to synthesize it. The reactants are: Cl.[CH2:2]([O:9][C:10](=[O:17])[NH:11][C@@H:12]1[CH2:16][CH2:15][NH:14][CH2:13]1)[C:3]1[CH:8]=[CH:7][CH:6]=[CH:5][CH:4]=1.C(=O)([O-])O.[Na+]. (7) Given the product [NH2:12][C:11]1[NH:7][N:8]=[CH:9][C:10]=1[C:19]1[CH:24]=[C:23]([Cl:25])[CH:22]=[CH:21][C:20]=1[O:26][C:45]1[C:46]([Cl:48])=[CH:47][C:42]([S:39]([NH:33][C:34]2[N:35]=[CH:36][S:37][CH:38]=2)(=[O:41])=[O:40])=[C:43]([F:50])[CH:44]=1, predict the reactants needed to synthesize it. The reactants are: [H-].[Na+].C([N:7]1[C:11]([NH:12]C(=O)C(F)(F)F)=[C:10]([C:19]2[CH:24]=[C:23]([Cl:25])[CH:22]=[CH:21][C:20]=2[OH:26])[CH:9]=[N:8]1)(C)(C)C.C(OC(=O)[N:33]([S:39]([C:42]1[CH:47]=[C:46]([Cl:48])[C:45](F)=[CH:44][C:43]=1[F:50])(=[O:41])=[O:40])[C:34]1[N:35]=[CH:36][S:37][CH:38]=1)(C)(C)C.C(=O)([O-])[O-].[K+].[K+].C(=O)([O-])[O-].[Na+].[Na+].